This data is from HIV replication inhibition screening data with 41,000+ compounds from the AIDS Antiviral Screen. The task is: Binary Classification. Given a drug SMILES string, predict its activity (active/inactive) in a high-throughput screening assay against a specified biological target. (1) The molecule is O=C(O)c1c(O)ccc(N=Nc2ccc(C=Cc3ccc(N=Nc4ccc(O)c(C(=O)O)c4O)cc3S(=O)(=O)O)c(S(=O)(=O)O)c2)c1O.[NaH]. The result is 0 (inactive). (2) The drug is CC(C)P(=S)(OCc1ccccc1)C(C)C. The result is 0 (inactive). (3) The drug is COC(=N)C12C(=N)NC(OC)(OC)C1(C#N)C21C(=O)N(c2ccccc2)N=C1C. The result is 0 (inactive). (4) The molecule is CNc1c(Cl)cc(C=C2C=Cc3ccccc32)cc1Cl. The result is 0 (inactive). (5) The compound is COC1C=COC2(C)Oc3c(C)c(O)c4c(O)c(c(C=NNc5ncccn5)c(O)c4c3C2=O)NC(=O)C(C)=CC=CC(C)C(O)C(C)C(O)C(C)C(OC(C)=O)C1C. The result is 0 (inactive).